Dataset: Catalyst prediction with 721,799 reactions and 888 catalyst types from USPTO. Task: Predict which catalyst facilitates the given reaction. (1) Reactant: [F:1][C:2]1[C:7]([F:8])=[C:6]([F:9])[CH:5]=[CH:4][C:3]=1[N+:10]([O-])=O.[C:13]([O:18][CH3:19])(=[O:17])[C:14]([CH3:16])=O.S([O-])([O-])(=O)=O.[Mg+2].[H][H]. Product: [F:1][C:2]1[C:7]([F:8])=[C:6]([F:9])[CH:5]=[CH:4][C:3]=1[NH:10][CH:14]([CH3:16])[C:13]([O:18][CH3:19])=[O:17]. The catalyst class is: 19. (2) Reactant: C([O:4][C@@H:5]([C:12](=[O:59])[NH:13][C:14]1[CH:19]=[CH:18][CH:17]=[C:16]([C:20]2[C:28]3[C:23](=[CH:24][CH:25]=[C:26]([C:29]4[N:33]=[CH:32][N:31](C(C5C=CC=CC=5)(C5C=CC=CC=5)C5C=CC=CC=5)[N:30]=4)[CH:27]=3)[N:22](C3CCCCO3)[N:21]=2)[CH:15]=1)[C:6]1[CH:11]=[CH:10][CH:9]=[CH:8][CH:7]=1)(=O)C.C([O-])(O)=O.[Na+]. Product: [NH:31]1[CH:32]=[N:33][C:29]([C:26]2[CH:27]=[C:28]3[C:23](=[CH:24][CH:25]=2)[NH:22][N:21]=[C:20]3[C:16]2[CH:15]=[C:14]([NH:13][C:12](=[O:59])[C@H:5]([OH:4])[C:6]3[CH:7]=[CH:8][CH:9]=[CH:10][CH:11]=3)[CH:19]=[CH:18][CH:17]=2)=[N:30]1. The catalyst class is: 89. (3) Reactant: [CH2:1]([O:3][C:4]([C:6]1[NH:14][C:13]2[C:8](=[N:9][CH:10]=[CH:11][CH:12]=2)[C:7]=1[C:15]1[CH:20]=[CH:19][CH:18]=[CH:17][C:16]=1[F:21])=[O:5])[CH3:2].[CH2:22](Br)[C:23]1[CH:28]=[CH:27][CH:26]=[CH:25][CH:24]=1.[H-].[Na+].[C:32](OCC)(=O)C. Product: [CH2:1]([O:3][C:4]([C:6]1[N:14]([CH2:22][C:23]2[CH:28]=[CH:27][CH:26]=[CH:25][CH:24]=2)[C:13]2[C:8](=[N:9][C:10]([CH3:32])=[CH:11][CH:12]=2)[C:7]=1[C:15]1[CH:20]=[CH:19][CH:18]=[CH:17][C:16]=1[F:21])=[O:5])[CH3:2]. The catalyst class is: 18. (4) Reactant: [Cl:1][C:2]1[C:3]([F:29])=[C:4]([CH:26]=[CH:27][CH:28]=1)[NH:5][C:6]1[C:15]2[C:10](=[CH:11][C:12]([O:24][CH3:25])=[C:13]([O:16][CH2:17][CH:18]3[CH2:23][CH2:22][NH:21][CH2:20][CH2:19]3)[CH:14]=2)[N:9]=[CH:8][N:7]=1.C(=O)([O-])[O-].[K+].[K+].Cl[CH2:37][C:38]#[N:39]. Product: [Cl:1][C:2]1[C:3]([F:29])=[C:4]([CH:26]=[CH:27][CH:28]=1)[NH:5][C:6]1[C:15]2[C:10](=[CH:11][C:12]([O:24][CH3:25])=[C:13]([O:16][CH2:17][CH:18]3[CH2:23][CH2:22][N:21]([CH2:37][C:38]#[N:39])[CH2:20][CH2:19]3)[CH:14]=2)[N:9]=[CH:8][N:7]=1. The catalyst class is: 44.